Dataset: TCR-epitope binding with 47,182 pairs between 192 epitopes and 23,139 TCRs. Task: Binary Classification. Given a T-cell receptor sequence (or CDR3 region) and an epitope sequence, predict whether binding occurs between them. (1) The epitope is RLRAEAQVK. The TCR CDR3 sequence is CASSSELTGTVYGYTF. Result: 1 (the TCR binds to the epitope). (2) The epitope is QIKVRVKMV. The TCR CDR3 sequence is CASSLPSSNYGYTF. Result: 0 (the TCR does not bind to the epitope). (3) The epitope is NLVPMVATV. The TCR CDR3 sequence is CASSPMGSEAFF. Result: 0 (the TCR does not bind to the epitope). (4) The epitope is YLKLTDNVYIK. The TCR CDR3 sequence is CASSQVGRPYNEQFF. Result: 0 (the TCR does not bind to the epitope). (5) The epitope is MPASWVMRI. The TCR CDR3 sequence is CASSSVRGTEAFF. Result: 1 (the TCR binds to the epitope). (6) The epitope is TPINLVRDL. The TCR CDR3 sequence is CASSLGLAGGHQNYEQYF. Result: 1 (the TCR binds to the epitope). (7) The epitope is AVFDRKSDAK. The TCR CDR3 sequence is CASSALIGAPQDTQYF. Result: 0 (the TCR does not bind to the epitope).